Predict the product of the given reaction. From a dataset of Forward reaction prediction with 1.9M reactions from USPTO patents (1976-2016). Given the reactants [CH2:1]([O:3][C:4](=[O:13])[CH2:5][C:6]1[C:7]([CH3:12])=[N:8][CH:9]=[CH:10][CH:11]=1)[CH3:2].C(O[CH:17](OCC)[N:18]([CH3:20])[CH3:19])C, predict the reaction product. The product is: [CH2:1]([O:3][C:4](=[O:13])[C:5]([C:6]1[C:7]([CH3:12])=[N:8][CH:9]=[CH:10][CH:11]=1)=[CH:17][N:18]([CH3:20])[CH3:19])[CH3:2].